From a dataset of Retrosynthesis with 50K atom-mapped reactions and 10 reaction types from USPTO. Predict the reactants needed to synthesize the given product. (1) Given the product O=C1CCNc2cc(OCCn3ccnc3)ccc21, predict the reactants needed to synthesize it. The reactants are: O=C1CCNc2cc(O)ccc21.OCCn1ccnc1. (2) The reactants are: COc1ccc(F)cc1CCl.OCCCCl. Given the product COc1ccc(F)cc1COCCCCl, predict the reactants needed to synthesize it.